This data is from Full USPTO retrosynthesis dataset with 1.9M reactions from patents (1976-2016). The task is: Predict the reactants needed to synthesize the given product. Given the product [C:10]([N:5]([O:25][CH2:26][C:27]1[CH:32]=[CH:31][CH:30]=[CH:29][CH:28]=1)[C@H:4]([C:6]([OH:8])=[O:7])[C@@H:3]([CH2:2][F:1])[OH:9])([OH:11])=[O:13], predict the reactants needed to synthesize it. The reactants are: [F:1][CH2:2][C@@H:3]([OH:9])[C@@H:4]([C:6]([OH:8])=[O:7])[NH2:5].[C:10](=[O:13])([O-])[O-:11].[Na+].[Na+].C(N1C(=O)CC([O:25][CH2:26][C:27]2[CH:32]=[CH:31][CH:30]=[CH:29][CH:28]=2)C1=O)(O)=O.